This data is from Experimentally validated miRNA-target interactions with 360,000+ pairs, plus equal number of negative samples. The task is: Binary Classification. Given a miRNA mature sequence and a target amino acid sequence, predict their likelihood of interaction. (1) The miRNA is hsa-miR-106b-5p with sequence UAAAGUGCUGACAGUGCAGAU. The protein sequence of the target gene is MATEIGSPPRFFHMPRFQHQAPRQLFYKRPDFAQQQAMQQLTFDGKRMRKAVNRKTIDYNPSVIKYLENRIWQRDQRDMRAIQPDAGYYNDLVPPIGMLNNPMNAVTTKFVRTSTNKVKCPVFVVRWTPEGRRLVTGASSGEFTLWNGLTFNFETILQAHDSPVRAMTWSHNDMWMLTADHGGYVKYWQSNMNNVKMFQAHKEAIREASFSPTDNKFATCSDDGTVRIWDFLRCHEERILRGHGADVKCVDWHPTKGLVVSGSKDSQQPIKFWDPKTGQSLATLHAHKNTVMEVKLNLNG.... Result: 1 (interaction). (2) The miRNA is hsa-miR-6851-5p with sequence AGGAGGUGGUACUAGGGGCCAGC. The protein sequence of the target gene is MSASQDSRSRDNGPDGMEPEGVIESNWNEIVDSFDDMNLSESLLRGIYAYGFEKPSAIQQRAILPCIKGYDVIAQAQSGTGKTATFAISILQQIELDLKATQALVLAPTRELAQQIQKVVMALGDYMGASCHACIGGTNVRAEVQKLQMEAPHIIVGTPGRVFDMLNRRYLSPKYIKMFVLDEADEMLSRGFKDQIYDIFQKLNSNTQVVLLSATMPSDVLEVTKKFMRDPIRILVKKEELTLEGIRQFYINVEREEWKLDTLCDLYETLTITQAVIFINTRRKVDWLTEKMHARDFTVS.... Result: 1 (interaction). (3) The miRNA is hsa-miR-1323 with sequence UCAAAACUGAGGGGCAUUUUCU. The protein sequence of the target gene is MANNFTTPLATSHGNNCDLYAHHSTARVLMPLHYSLVFIIGLVGNLLALVVIVQNRKKINSTTLYSMNLVISDILFTTALPTRIAYYALGFDWRIGDALCRVTALVFYINTYAGVNFMTCLSIDRFFAVVHPLRYNKIKRIEYAKGVCLSVWILVFAQTLPLLLTPMSKEEGDKTTCMEYPNFEGTASLPWILLGACLLGYVLPITVILLCYSQICCKLFRTAKQNPLTEKSGVNKKALNTIILIIVVFILCFTPYHVAIIQHMIKMLCSPGALECGARHSFQISLHFTVCLMNFNCCMD.... Result: 0 (no interaction). (4) The miRNA is hsa-miR-584-3p with sequence UCAGUUCCAGGCCAACCAGGCU. The protein sequence of the target gene is MPQAAYCYMRVVGRGSYGEVTLVKHRRDGKQYVIKKLNLRNASSRERRAAEQEAQLLSQLKHPNIVTYKESWEGGDGLLYIVMGFCEGGDLYRKLKEQKGQLLPESQVVEWFVQIAMALQYLHEKHILHRDLKTQNVFLTRTNIIKVGDLGIARVLENHGDMASTLIGTPYYMSPELFSNKPYNYKSDVWALGCCVYEMATLKHAFNAKDMNSLVYRIIEGKLPPMPKVYSTELAELIRTMLSRRPEERPSVRSILRQPYIKHHISLFLEATKAKTSKNNVKNCDSRAKPVAAVVSRKEE.... Result: 0 (no interaction). (5) The miRNA is hsa-miR-6513-5p with sequence UUUGGGAUUGACGCCACAUGUCU. The protein sequence of the target gene is MWSPEREAQAPTGGDPAGLLPPEWEEDEERMSFLFSAFKRSREVNSTDWDSKMGFWAPLVLSHSRRQGVVRLRLRDLQEAFQRKGSVPLGLATVLQDLLRRGELQRESDFMASVDSSWISWGVGVFLLKPLKWTLSNMLGDHKVPAEEVLVAVELLKEKAEEVYRLYQNSPLSSHPVVALSELSALCANSCPDERTFYLVLLQLQKEKRVTVLEQNGEKIVKFARGPHAKVSPVNDVDVGVYQLMQSEQLLSRKVESLSQESERCKEEARRACRAGKKQLALRSLKAKQRTEKRIEALHA.... Result: 0 (no interaction). (6) The miRNA is hsa-miR-371a-3p with sequence AAGUGCCGCCAUCUUUUGAGUGU. The protein sequence of the target gene is MPAGLTEPAGAAPPAAVSASGTVTMAPAGALPVRVESTPVALGAVTKAPVSVCVEPTASQPLRSPVGTLVTKVAPVSAPPKVSSGPRLPAPQIVAVKAPNTTTIQFPANLQLPPGTVLIKSNSGPLMLVSPQQTVTRAETTSNITSRPAVPANPQTVKICTVPNSSSQLIKKVAVTPVKKLAQIGTTVVTTVPKPSSVQSVAVPTSVVTVTPGKPLNTVTTLKPSSLGASSTPSNEPNLKAENSAAVQINLSPTMLENVKKCKNFLAMLIKLACSGSQSPEMGQNVKKLVEQLLDAKIEA.... Result: 0 (no interaction).